The task is: Predict the reaction yield, written as a fraction of the theoretical maximum amount of product (1.0 means a 100% yield; for example, 0.34 means a 34% yield).. This data is from Reaction yield outcomes from USPTO patents with 853,638 reactions. The reactants are [NH2:1][C@H:2]1[CH2:7][CH2:6][CH2:5][C@H:4]([NH:8][C:9]2[N:18]=[C:17]([N:19]([CH3:21])[CH3:20])[C:16]3[C:11](=[CH:12][CH:13]=[CH:14][CH:15]=3)[N:10]=2)[CH2:3]1.[F:22][C:23]([F:34])([F:33])[O:24][C:25]1[CH:32]=[CH:31][CH:30]=[CH:29][C:26]=1[CH:27]=O.[BH4-].[Na+]. No catalyst specified. The product is [CH3:20][N:19]([CH3:21])[C:17]1[C:16]2[C:11](=[CH:12][CH:13]=[CH:14][CH:15]=2)[N:10]=[C:9]([NH:8][C@H:4]2[CH2:5][CH2:6][CH2:7][C@H:2]([NH:1][CH2:27][C:26]3[CH:29]=[CH:30][CH:31]=[CH:32][C:25]=3[O:24][C:23]([F:22])([F:33])[F:34])[CH2:3]2)[N:18]=1. The yield is 0.640.